From a dataset of Reaction yield outcomes from USPTO patents with 853,638 reactions. Predict the reaction yield, written as a fraction of the theoretical maximum amount of product (1.0 means a 100% yield; for example, 0.34 means a 34% yield). (1) The reactants are [H-].[Na+].[CH3:3][NH:4][C:5](=[O:10])[C:6]([F:9])([F:8])[F:7].Br[CH2:12][CH2:13][CH2:14][CH2:15][CH:16]=[CH2:17].O. The catalyst is CN(C=O)C. The product is [F:7][C:6]([F:9])([F:8])[C:5]([N:4]([CH2:17][CH2:16][CH2:15][CH2:14][CH:13]=[CH2:12])[CH3:3])=[O:10]. The yield is 0.560. (2) The reactants are Cl[C:2]1[N:3]=[C:4]([O:19][CH2:20][C@H:21]2[C@H:25]([CH3:26])[CH2:24][N:23]([C:27]([O:29][C:30]([CH3:33])([CH3:32])[CH3:31])=[O:28])[CH2:22]2)[C:5]2[CH:10]=[CH:9][N:8]([CH2:11][O:12][CH2:13][CH2:14][Si:15]([CH3:18])([CH3:17])[CH3:16])[C:6]=2[N:7]=1.[CH3:34][N:35]1[CH:39]=[C:38]([NH2:40])[CH:37]=[N:36]1.C([O-])([O-])=O.[Cs+].[Cs+].CC1(C)C2C(=C(P(C3C=CC=CC=3)C3C=CC=CC=3)C=CC=2)OC2C(P(C3C=CC=CC=3)C3C=CC=CC=3)=CC=CC1=2. The catalyst is O1CCOCC1.C1C=CC(/C=C/C(/C=C/C2C=CC=CC=2)=O)=CC=1.C1C=CC(/C=C/C(/C=C/C2C=CC=CC=2)=O)=CC=1.C1C=CC(/C=C/C(/C=C/C2C=CC=CC=2)=O)=CC=1.[Pd].[Pd]. The product is [CH3:26][C@H:25]1[C@H:21]([CH2:20][O:19][C:4]2[C:5]3[CH:10]=[CH:9][N:8]([CH2:11][O:12][CH2:13][CH2:14][Si:15]([CH3:18])([CH3:17])[CH3:16])[C:6]=3[N:7]=[C:2]([NH:40][C:38]3[CH:37]=[N:36][N:35]([CH3:34])[CH:39]=3)[N:3]=2)[CH2:22][N:23]([C:27]([O:29][C:30]([CH3:33])([CH3:32])[CH3:31])=[O:28])[CH2:24]1. The yield is 0.590.